From a dataset of Catalyst prediction with 721,799 reactions and 888 catalyst types from USPTO. Predict which catalyst facilitates the given reaction. (1) Reactant: [F:1][C:2]([F:12])([F:11])[C:3]([F:10])([F:9])[CH:4]([OH:8])[CH2:5][CH2:6]I.[N-:13]=[N+:14]=[N-:15].[Na+].O. Product: [N:13]([CH2:6][CH2:5][CH:4]([OH:8])[C:3]([F:10])([F:9])[C:2]([F:12])([F:11])[F:1])=[N+:14]=[N-:15]. The catalyst class is: 16. (2) Reactant: Cl[C:2]1[C:3]2[C:4](=[CH:20][N:21](CC3C=CC(OC)=CC=3)[N:22]=2)[N:5]=[C:6]([C:8]2[CH:13]=[CH:12][CH:11]=[C:10]([C:14]3[CH:15]=[N:16][CH:17]=[CH:18][CH:19]=3)[CH:9]=2)[N:7]=1.[CH3:32][O:33][C:34]1[CH:35]=[C:36]([CH:38]=[CH:39][C:40]=1[O:41][CH3:42])[NH2:37].Cl. Product: [CH3:32][O:33][C:34]1[CH:35]=[C:36]([NH:37][C:2]2[C:3]3[NH:22][N:21]=[CH:20][C:4]=3[N:5]=[C:6]([C:8]3[CH:13]=[CH:12][CH:11]=[C:10]([C:14]4[CH:15]=[N:16][CH:17]=[CH:18][CH:19]=4)[CH:9]=3)[N:7]=2)[CH:38]=[CH:39][C:40]=1[O:41][CH3:42]. The catalyst class is: 71. (3) The catalyst class is: 6. Reactant: [CH3:1][N:2]([CH:21]1[CH:28]2[CH2:29][C:24]3([C:31]([O-:33])=[O:32])[CH2:25][CH:26]([CH2:30][CH:22]1[CH2:23]3)[CH2:27]2)[C:3](=[O:20])[C:4]([N:7]([CH2:18][CH3:19])[S:8]([C:11]1[CH:16]=[CH:15][CH:14]=[CH:13][C:12]=1[CH3:17])(=[O:10])=[O:9])([CH3:6])[CH3:5].C1COCC1.CO.O[Li].O. Product: [CH3:1][N:2]([CH:21]1[CH:22]2[CH2:23][C:24]3([C:31]([OH:33])=[O:32])[CH2:25][CH:26]([CH2:27][CH:28]1[CH2:29]3)[CH2:30]2)[C:3](=[O:20])[C:4]([N:7]([CH2:18][CH3:19])[S:8]([C:11]1[CH:16]=[CH:15][CH:14]=[CH:13][C:12]=1[CH3:17])(=[O:9])=[O:10])([CH3:5])[CH3:6]. (4) Reactant: [CH3:1][C:2]1[N:7]=[CH:6][C:5]([CH:8]=[N:9][OH:10])=[CH:4][N:3]=1.ClN[C:13](=O)[CH2:14][CH2:15][C:16](N)=O.C(OCC)C.[CH3:25][Si:26](C#C)([CH3:28])[CH3:27]. Product: [CH3:1][C:2]1[N:7]=[CH:6][C:5]([C:8]2[CH:13]=[C:14]([C:15]#[C:16][Si:26]([CH3:28])([CH3:27])[CH3:25])[O:10][N:9]=2)=[CH:4][N:3]=1. The catalyst class is: 338. (5) Reactant: [Cl:1][C:2]1[CH:7]=[CH:6][C:5]([CH2:8][N:9]2[CH2:13][CH2:12][NH:11][C:10]2=[CH:14][N+:15]([O-:17])=[O:16])=[CH:4][N:3]=1.C(#N)C.[CH:21](=[O:30])[CH:22]=[CH:23][C:24]1[CH:29]=[CH:28][CH:27]=[CH:26][CH:25]=1. Product: [Cl:1][C:2]1[N:3]=[CH:4][C:5]([CH2:8][N:9]2[C:10]3=[C:14]([N+:15]([O-:17])=[O:16])[CH:23]([C:24]4[CH:29]=[CH:28][CH:27]=[CH:26][CH:25]=4)[CH2:22][CH:21]([OH:30])[N:11]3[CH2:12][CH2:13]2)=[CH:6][CH:7]=1. The catalyst class is: 15. (6) Product: [C:36]([O:41][CH:42]([N:14]1[C:11]2=[N:12][CH:13]=[C:8]([C:5]3[CH:6]=[CH:7][C:2]([Cl:1])=[CH:3][CH:4]=3)[CH:9]=[C:10]2[C:16]([C:17](=[O:18])[C:19]2[C:24]([F:25])=[CH:23][CH:22]=[C:21]([NH:26][S:27]([CH2:30][CH2:31][CH3:32])(=[O:28])=[O:29])[C:20]=2[F:33])=[CH:15]1)[CH3:44])(=[O:40])[CH:37]([CH3:39])[CH3:38]. Reactant: [Cl:1][C:2]1[CH:7]=[CH:6][C:5]([C:8]2[CH:9]=[C:10]3[C:16]([C:17]([C:19]4[C:20]([F:33])=[C:21]([NH:26][S:27]([CH2:30][CH2:31][CH3:32])(=[O:29])=[O:28])[CH:22]=[CH:23][C:24]=4[F:25])=[O:18])=[CH:15][NH:14][C:11]3=[N:12][CH:13]=2)=[CH:4][CH:3]=1.[OH-].[K+].[C:36]([O:41][CH2:42]Cl)(=[O:40])[CH:37]([CH3:39])[CH3:38].[CH3:44]N(C=O)C. The catalyst class is: 25.